From a dataset of Full USPTO retrosynthesis dataset with 1.9M reactions from patents (1976-2016). Predict the reactants needed to synthesize the given product. Given the product [CH3:18][O:17][C:10]1[C:11]2[N:12]=[C:13]([NH:16][C:34]([N:28]3[CH2:33][CH2:32][O:31][CH2:30][CH2:29]3)=[O:35])[S:14][C:15]=2[C:7]([C:5]2[N:6]=[C:2]([CH3:21])[S:3][CH:4]=2)=[CH:8][CH:9]=1, predict the reactants needed to synthesize it. The reactants are: N[C:2]1[S:3][CH:4]=[C:5]([C:7]2[C:15]3[S:14][C:13]([NH2:16])=[N:12][C:11]=3[C:10]([O:17][CH3:18])=[CH:9][CH:8]=2)[N:6]=1.[H-].[Na+].[CH2:21](N(CC)CC)C.[N:28]1([C:34](Cl)=[O:35])[CH2:33][CH2:32][O:31][CH2:30][CH2:29]1.